From a dataset of Forward reaction prediction with 1.9M reactions from USPTO patents (1976-2016). Predict the product of the given reaction. (1) Given the reactants [F:1][C:2]([F:15])([F:14])[C:3]1[CH:4]=[CH:5][CH:6]=[C:7]2[C:11]=1[NH:10][C:9](=[O:12])[C:8]2=O.[OH-:16].[K+].[CH:18]1([C:26](=O)[CH2:27][OH:28])[C:21]2[CH:22]=[CH:23][CH:24]=[CH:25][C:20]=2[CH2:19]1, predict the reaction product. The product is: [CH:18]1([C:26]2[C:27]([OH:28])=[C:8]([C:9]([OH:16])=[O:12])[C:7]3[C:11](=[C:3]([C:2]([F:15])([F:14])[F:1])[CH:4]=[CH:5][CH:6]=3)[N:10]=2)[C:21]2[CH:22]=[CH:23][CH:24]=[CH:25][C:20]=2[CH2:19]1. (2) The product is: [F:41][C:40]([F:43])([F:42])[C:38]([OH:44])=[O:39].[CH3:29][O:28][C:25]1[CH:24]=[CH:23][C:22]([NH:21][C:19](=[O:20])/[CH:18]=[CH:17]/[C@@H:16]([NH:15][C:13](=[O:14])[C@H:9]([CH:10]([CH3:12])[CH3:11])[NH2:5])[CH2:30][CH2:31][C:32]2[CH:33]=[CH:34][CH:35]=[CH:36][CH:37]=2)=[CH:27][CH:26]=1. Given the reactants CC([N:5]([C@H:9]([C:13]([NH:15][C@@H:16]([CH2:30][CH2:31][C:32]1[CH:37]=[CH:36][CH:35]=[CH:34][CH:33]=1)/[CH:17]=[CH:18]/[C:19]([NH:21][C:22]1[CH:27]=[CH:26][C:25]([O:28][CH3:29])=[CH:24][CH:23]=1)=[O:20])=[O:14])[CH:10]([CH3:12])[CH3:11])C(=O)[O-])(C)C.[C:38]([OH:44])([C:40]([F:43])([F:42])[F:41])=[O:39], predict the reaction product.